Dataset: Full USPTO retrosynthesis dataset with 1.9M reactions from patents (1976-2016). Task: Predict the reactants needed to synthesize the given product. (1) Given the product [Cl:34][C:19]1[CH:18]=[C:17]([NH:16][C:15]2[C:7]3[CH:6]=[C:5]([CH2:4][NH:3][C:40](=[O:41])[CH2:39][S:36]([CH3:35])(=[O:38])=[O:37])[CH2:11][CH2:10][NH:9][C:8]=3[N:12]=[CH:13][N:14]=2)[CH:22]=[CH:21][C:20]=1[O:23][C:24]1[CH:29]=[CH:28][CH:27]=[C:26]([C:30]([F:32])([F:33])[F:31])[CH:25]=1, predict the reactants needed to synthesize it. The reactants are: Cl.Cl.[NH2:3][CH2:4][C:5]1[CH2:11][CH2:10][NH:9][C:8]2[N:12]=[CH:13][N:14]=[C:15]([NH:16][C:17]3[CH:22]=[CH:21][C:20]([O:23][C:24]4[CH:29]=[CH:28][CH:27]=[C:26]([C:30]([F:33])([F:32])[F:31])[CH:25]=4)=[C:19]([Cl:34])[CH:18]=3)[C:7]=2[CH:6]=1.[CH3:35][S:36]([CH2:39][C:40](O)=[O:41])(=[O:38])=[O:37].ON1C2C=CC=CC=2N=N1.Cl.C(N=C=NCCCN(C)C)C. (2) Given the product [CH:1]1[C:10]2[C:5](=[CH:6][CH:7]=[CH:8][CH:9]=2)[CH:4]=[CH:3][C:2]=1[CH2:11][S:12]([Cl:19])(=[O:15])=[O:13], predict the reactants needed to synthesize it. The reactants are: [CH:1]1[C:10]2[C:5](=[CH:6][CH:7]=[CH:8][CH:9]=2)[CH:4]=[CH:3][C:2]=1[CH2:11][S:12]([O-:15])(=O)=[O:13].[Na+].S(Cl)([Cl:19])=O.CCCCCC.CCOC(C)=O. (3) Given the product [F:8][C:6]1[CH:5]=[C:4]([C:9]2[N:16]=[C:15]([OH:17])[CH:14]=[CH:13][C:10]=2[C:11]#[N:12])[CH:3]=[C:2]([F:1])[CH:7]=1, predict the reactants needed to synthesize it. The reactants are: [F:1][C:2]1[CH:3]=[C:4]([C:9]2[N:16]=[C:15]([O:17]C)[CH:14]=[CH:13][C:10]=2[C:11]#[N:12])[CH:5]=[C:6]([F:8])[CH:7]=1. (4) Given the product [P:1]([Cl:5])([Cl:3])(=[O:2])[O:16][C:11]1[CH:12]=[CH:13][CH:14]=[C:15]2[C:10]=1[CH:9]=[CH:8][CH:7]=[N:6]2, predict the reactants needed to synthesize it. The reactants are: [P:1]([Cl:5])(Cl)([Cl:3])=[O:2].[N:6]1[C:15]2[CH:14]=[CH:13][CH:12]=[C:11]([OH:16])[C:10]=2[CH:9]=[CH:8][CH:7]=1.C(N(CC)CC)C. (5) The reactants are: [C:1]([O:5][C:6]([N:8]1[CH2:12][CH2:11][CH2:10][C@H:9]1[CH2:13][O:14][C:15]1[CH:20]=[C:19]([NH2:21])[CH:18]=[CH:17][C:16]=1[Cl:22])=[O:7])([CH3:4])([CH3:3])[CH3:2].[CH3:23][S:24]([C:27]1[CH:28]=[C:29]([C:33]2[N:41]3[C:36]([CH:37]=[N:38][C:39](O)=[N:40]3)=[CH:35][CH:34]=2)[CH:30]=[CH:31][CH:32]=1)(=[O:26])=[O:25]. Given the product [C:1]([O:5][C:6]([N:8]1[CH2:12][CH2:11][CH2:10][C@H:9]1[CH2:13][O:14][C:15]1[CH:20]=[C:19]([NH:21][C:39]2[N:38]=[CH:37][C:36]3=[CH:35][CH:34]=[C:33]([C:29]4[CH:30]=[CH:31][CH:32]=[C:27]([S:24]([CH3:23])(=[O:26])=[O:25])[CH:28]=4)[N:41]3[N:40]=2)[CH:18]=[CH:17][C:16]=1[Cl:22])=[O:7])([CH3:4])([CH3:2])[CH3:3], predict the reactants needed to synthesize it. (6) Given the product [CH3:1][O:2][C:3]1[CH:4]=[C:5]2[C:9](=[CH:10][CH:11]=1)[CH:12]=[N:8][CH2:7][CH2:6]2, predict the reactants needed to synthesize it. The reactants are: [CH3:1][O:2][C:3]1[CH:4]=[C:5]([CH:9]=[CH:10][CH:11]=1)[CH2:6][CH2:7][NH2:8].[CH:12](O)=O.C(OC(=O)C)(=O)C.C(=O)(O)[O-].[Na+]. (7) Given the product [CH2:27]([O:26][C:24]([N:10]1[CH:9]([C:11]([OH:13])=[O:12])[CH2:8][S:7][C@@H:6]1[C:2]1[O:1][CH:5]=[CH:4][N:3]=1)=[O:25])[C:28]1[CH:33]=[CH:32][CH:31]=[CH:30][CH:29]=1, predict the reactants needed to synthesize it. The reactants are: [O:1]1[CH:5]=[CH:4][N:3]=[C:2]1[C@@H:6]1[NH:10][CH:9]([C:11]([OH:13])=[O:12])[CH2:8][S:7]1.CCN(C(C)C)C(C)C.Cl[C:24]([O:26][CH2:27][C:28]1[CH:33]=[CH:32][CH:31]=[CH:30][CH:29]=1)=[O:25].